Dataset: Full USPTO retrosynthesis dataset with 1.9M reactions from patents (1976-2016). Task: Predict the reactants needed to synthesize the given product. (1) Given the product [F:22][C:16]1[CH:17]=[CH:18][C:19]([F:21])=[CH:20][C:15]=1[CH2:14][C@@H:9]([NH:8][C:6](=[O:7])[O:5][C:1]([CH3:2])([CH3:3])[CH3:4])[CH2:10][C:11]([NH:48][CH:49]1[CH2:58][C:57]2[C:52](=[CH:53][CH:54]=[CH:55][C:56]=2[O:59][CH3:60])[NH:51][C:50]1=[O:61])=[O:13], predict the reactants needed to synthesize it. The reactants are: [C:1]([O:5][C:6]([NH:8][C@H:9]([CH2:14][C:15]1[CH:20]=[C:19]([F:21])[CH:18]=[CH:17][C:16]=1[F:22])[CH2:10][C:11]([OH:13])=O)=[O:7])([CH3:4])([CH3:3])[CH3:2].CN(C(ON1N=NC2C=CC=CC1=2)=[N+](C)C)C.F[P-](F)(F)(F)(F)F.Cl.[NH2:48][CH:49]1[CH2:58][C:57]2[C:52](=[CH:53][CH:54]=[CH:55][C:56]=2[O:59][CH3:60])[NH:51][C:50]1=[O:61].CCN(C(C)C)C(C)C. (2) Given the product [Cl:1][C:2]1[CH:28]=[CH:27][CH:26]=[CH:25][C:3]=1[C:4]([NH:6][C:7]1[CH:12]=[CH:11][C:10]([C:13]2[O:24][C:17]([C:18]3[CH:19]=[CH:20][CH:21]=[CH:22][CH:23]=3)=[CH:16][N:15]=2)=[CH:9][CH:8]=1)=[O:5], predict the reactants needed to synthesize it. The reactants are: [Cl:1][C:2]1[CH:28]=[CH:27][CH:26]=[CH:25][C:3]=1[C:4]([NH:6][C:7]1[CH:12]=[CH:11][C:10]([C:13]([NH:15][CH2:16][CH:17]([OH:24])[C:18]2[CH:23]=[CH:22][CH:21]=[CH:20][CH:19]=2)=O)=[CH:9][CH:8]=1)=[O:5].CC(OI1(OC(C)=O)(OC(C)=O)OC(=O)C2C=CC=CC1=2)=O.S(=O)(=O)(O)[O-].[Na+].